Predict the reaction yield, written as a fraction of the theoretical maximum amount of product (1.0 means a 100% yield; for example, 0.34 means a 34% yield). From a dataset of Reaction yield outcomes from USPTO patents with 853,638 reactions. The reactants are [F:1][C:2]([F:16])([F:15])[CH2:3][NH:4][C:5]1[CH:6]=[C:7]([C:13]#[N:14])[C:8]([C:11]#[N:12])=[CH:9][CH:10]=1.C([O-])([O-])=O.[Cs+].[Cs+].Br[CH2:24][C:25]([O:27][CH3:28])=[O:26]. The catalyst is CC#N. The product is [C:13]([C:7]1[CH:6]=[C:5]([N:4]([CH2:3][C:2]([F:15])([F:16])[F:1])[CH2:24][C:25]([O:27][CH3:28])=[O:26])[CH:10]=[CH:9][C:8]=1[C:11]#[N:12])#[N:14]. The yield is 0.580.